The task is: Regression. Given a peptide amino acid sequence and an MHC pseudo amino acid sequence, predict their binding affinity value. This is MHC class II binding data.. This data is from Peptide-MHC class II binding affinity with 134,281 pairs from IEDB. (1) The peptide sequence is QNILVSNAPLGPQFP. The MHC is DRB1_0401 with pseudo-sequence DRB1_0401. The binding affinity (normalized) is 0.407. (2) The peptide sequence is YDKFLANVYTVLTGK. The MHC is DRB1_0101 with pseudo-sequence DRB1_0101. The binding affinity (normalized) is 0.807. (3) The peptide sequence is EKKYFAATQFEPLMA. The MHC is HLA-DPA10201-DPB10501 with pseudo-sequence HLA-DPA10201-DPB10501. The binding affinity (normalized) is 0.755. (4) The MHC is HLA-DQA10301-DQB10302 with pseudo-sequence HLA-DQA10301-DQB10302. The binding affinity (normalized) is 0.450. The peptide sequence is GEQLYISVISPARSL. (5) The binding affinity (normalized) is 0. The peptide sequence is ASTNDDEVLIEVNPP. The MHC is HLA-DQA10303-DQB10402 with pseudo-sequence HLA-DQA10303-DQB10402.